From a dataset of Peptide-MHC class I binding affinity with 185,985 pairs from IEDB/IMGT. Regression. Given a peptide amino acid sequence and an MHC pseudo amino acid sequence, predict their binding affinity value. This is MHC class I binding data. (1) The peptide sequence is FDPRLLTAL. The MHC is Mamu-B01 with pseudo-sequence Mamu-B01. The binding affinity (normalized) is 0. (2) The peptide sequence is QIFEVYWYL. The MHC is HLA-B35:01 with pseudo-sequence HLA-B35:01. The binding affinity (normalized) is 0.189. (3) The peptide sequence is QILDNAAKYV. The MHC is HLA-A02:01 with pseudo-sequence HLA-A02:01. The binding affinity (normalized) is 0.246. (4) The peptide sequence is FVSLVKKNK. The MHC is HLA-A03:01 with pseudo-sequence HLA-A03:01. The binding affinity (normalized) is 0. (5) The peptide sequence is LPGCSFSIF. The MHC is HLA-B07:02 with pseudo-sequence HLA-B07:02. The binding affinity (normalized) is 0.673. (6) The peptide sequence is YLKKWLNSF. The MHC is HLA-B51:01 with pseudo-sequence HLA-B51:01. The binding affinity (normalized) is 0.0847. (7) The peptide sequence is QIYAGIKVR. The MHC is HLA-B42:01 with pseudo-sequence HLA-B42:01. The binding affinity (normalized) is 0. (8) The peptide sequence is SLLFREVWK. The MHC is HLA-B46:01 with pseudo-sequence HLA-B46:01. The binding affinity (normalized) is 0.0847. (9) The peptide sequence is MCFHQHLMY. The MHC is HLA-A01:01 with pseudo-sequence HLA-A01:01. The binding affinity (normalized) is 0.250. (10) The peptide sequence is DSIPISELSR. The MHC is HLA-A33:01 with pseudo-sequence HLA-A33:01. The binding affinity (normalized) is 0.701.